Dataset: Full USPTO retrosynthesis dataset with 1.9M reactions from patents (1976-2016). Task: Predict the reactants needed to synthesize the given product. (1) The reactants are: N1CCC([C:7]2[CH:12]=[CH:11][CH:10]=[CH:9][C:8]=2[C@@H:13]([NH:15][C:16](=[O:18])[CH3:17])[CH3:14])CC1.Br[C:20]1[CH:27]=[CH:26][C:25]([O:28][CH2:29][CH2:30][CH3:31])=[CH:24][C:21]=1[C:22]#[N:23].C(=O)([O-])[O-].[K+].[K+].[NH:38]1[CH2:45][CH2:44][CH2:43][C@H:39]1[C:40](O)=O. Given the product [C:22]([C:21]1[CH:24]=[C:25]([O:28][CH2:29][CH2:30][CH3:31])[CH:26]=[CH:27][C:20]=1[N:38]1[CH2:45][CH2:44][CH:43]([C:11]2[CH:10]=[CH:9][C:8]([C@@H:13]([NH:15][C:16](=[O:18])[CH3:17])[CH3:14])=[CH:7][CH:12]=2)[CH2:39][CH2:40]1)#[N:23], predict the reactants needed to synthesize it. (2) Given the product [Cl:1][C:2]1[CH:3]=[C:4]([CH:16]=[CH:17][C:18]=1[F:19])[O:5][C:6]1[C:7]([C:8]([N:35]2[C:36]3[C:41](=[CH:40][CH:39]=[CH:38][C:37]=3[CH3:24])[CH2:42][CH2:43][CH2:34]2)=[O:10])=[CH:11][C:12]([F:15])=[CH:13][N:14]=1, predict the reactants needed to synthesize it. The reactants are: [Cl:1][C:2]1[CH:3]=[C:4]([CH:16]=[CH:17][C:18]=1[F:19])[O:5][C:6]1[N:14]=[CH:13][C:12]([F:15])=[CH:11][C:7]=1[C:8]([OH:10])=O.S(Cl)(Cl)=O.[CH2:24](N(C(C)C)C(C)C)C.C[CH:34]1[CH2:43][CH2:42][C:41]2[C:36](=[CH:37][CH:38]=[CH:39][CH:40]=2)[NH:35]1. (3) Given the product [Br:1][CH2:2][CH2:3][CH2:4][CH2:5][CH2:6][CH2:7][CH2:8][CH2:9][CH2:10][CH2:11][CH2:12][CH2:13][O:38][Si:15]([C:28]([CH3:31])([CH3:30])[CH3:29])([C:22]1[CH:23]=[CH:24][CH:25]=[CH:26][CH:27]=1)[C:16]1[CH:21]=[CH:20][CH:19]=[CH:18][CH:17]=1, predict the reactants needed to synthesize it. The reactants are: [Br:1][CH:2](O)[CH2:3][CH2:4][CH2:5][CH2:6][CH2:7][CH2:8][CH2:9][CH2:10][CH2:11][CH2:12][CH3:13].[Si:15](Cl)([C:28]([CH3:31])([CH3:30])[CH3:29])([C:22]1[CH:27]=[CH:26][CH:25]=[CH:24][CH:23]=1)[C:16]1[CH:21]=[CH:20][CH:19]=[CH:18][CH:17]=1.N1C=CN=C1.[OH2:38]. (4) Given the product [CH3:1][C:2]1([CH2:7][CH:8]([CH2:12][C:13]([N:15]2[CH2:20][CH2:19][O:18][CH2:17][CH2:16]2)=[O:14])[C:9]([NH:35][CH:36]([C:37]([C:39]2[O:40][C:41]3[C:42]([N:47]=2)=[N:43][CH:44]=[CH:45][CH:46]=3)=[O:38])[CH2:48][CH3:49])=[O:11])[CH2:3][CH2:4][CH2:5][CH2:6]1, predict the reactants needed to synthesize it. The reactants are: [CH3:1][C:2]1([CH2:7][CH:8]([CH2:12][C:13]([N:15]2[CH2:20][CH2:19][O:18][CH2:17][CH2:16]2)=[O:14])[C:9]([OH:11])=O)[CH2:6][CH2:5][CH2:4][CH2:3]1.C(Cl)CCl.C1C=CC2N(O)N=NC=2C=1.[NH2:35][C@@H:36]([CH2:48][CH3:49])[CH:37]([C:39]1[O:40][C:41]2[C:42]([N:47]=1)=[N:43][CH:44]=[CH:45][CH:46]=2)[OH:38].CN1CCOCC1.CC(OI1(OC(C)=O)(OC(C)=O)OC(=O)C2C=CC=CC1=2)=O.[O-]S([O-])(=S)=O.[Na+].[Na+]. (5) Given the product [C:1]([CH:3]([C:7](=[O:9])[CH3:8])[C:4]([NH2:6])=[S:5])#[N:2], predict the reactants needed to synthesize it. The reactants are: [C:1]([CH2:3][C:4]([NH2:6])=[S:5])#[N:2].[C:7](Cl)(=[O:9])[CH3:8].O.Cl. (6) Given the product [CH:14](=[O:15])[CH2:1][CH2:2][CH2:3][CH2:4][CH2:5][CH2:6]/[CH:7]=[CH:8]/[CH2:9][CH2:10][CH2:11][CH2:12][CH3:13], predict the reactants needed to synthesize it. The reactants are: [CH2:1]([CH:14]1OCC[O:15]1)[CH2:2][CH2:3][CH2:4][CH2:5][CH2:6]/[CH:7]=[CH:8]/[CH2:9][CH2:10][CH2:11][CH2:12][CH3:13].C1(C)C=CC(S(O)(=O)=O)=CC=1.O. (7) Given the product [CH2:1]([O:8][C:12]1[C:19]([F:20])=[CH:18][CH:17]=[CH:16][C:13]=1[C:14]#[N:15])[C:2]1[CH:7]=[CH:6][CH:5]=[CH:4][CH:3]=1, predict the reactants needed to synthesize it. The reactants are: [CH2:1]([OH:8])[C:2]1[CH:7]=[CH:6][CH:5]=[CH:4][CH:3]=1.[H-].[Na+].F[C:12]1[C:19]([F:20])=[CH:18][CH:17]=[CH:16][C:13]=1[C:14]#[N:15]. (8) Given the product [Cl:1][C:2]1[CH:3]=[CH:4][C:5]([CH2:6][N:7]([CH2:26][C:27]2[O:28][C:34]([OH:36])=[N:30][N:29]=2)[C:8]([C:10]2([CH3:25])[CH2:13][CH2:12][N:11]2[C:14](=[O:24])[CH2:15][C:16]2[CH:17]=[C:18]([CH3:23])[CH:19]=[C:20]([CH3:22])[CH:21]=2)=[O:9])=[CH:31][CH:32]=1, predict the reactants needed to synthesize it. The reactants are: [Cl:1][C:2]1[CH:32]=[CH:31][C:5]([CH2:6][N:7]([CH2:26][C:27]([NH:29][NH2:30])=[O:28])[C:8]([C:10]2([CH3:25])[CH2:13][CH2:12][N:11]2[C:14](=[O:24])[CH2:15][C:16]2[CH:21]=[C:20]([CH3:22])[CH:19]=[C:18]([CH3:23])[CH:17]=2)=[O:9])=[CH:4][CH:3]=1.Cl[C:34](Cl)([O:36]C(=O)OC(Cl)(Cl)Cl)Cl. (9) Given the product [C:1]([C:3]1[C:4](=[O:5])[NH:6][C:19]([CH:20]([CH3:22])[CH3:21])=[C:13]([C:14]([O:16][CH2:17][CH3:18])=[O:15])[CH:12]=1)#[N:2], predict the reactants needed to synthesize it. The reactants are: [C:1]([CH2:3][C:4]([NH2:6])=[O:5])#[N:2].[H-].[Na+].CN([CH:12]=[C:13]([C:19](=O)[CH:20]([CH3:22])[CH3:21])[C:14]([O:16][CH2:17][CH3:18])=[O:15])C.Cl.